This data is from Full USPTO retrosynthesis dataset with 1.9M reactions from patents (1976-2016). The task is: Predict the reactants needed to synthesize the given product. (1) The reactants are: [CH2:1]([O:3][C:4]([C:6]1[C:7]([OH:26])=[C:8]2[CH:16]=[CH:15][N:14]([CH2:17][C:18]3[CH:23]=[CH:22][CH:21]=[C:20]([O:24][CH3:25])[CH:19]=3)[C:9]2=[C:10]([C:12]#[N:13])[N:11]=1)=[O:5])[CH3:2].[C:27](OC(=O)C)(=[O:29])[CH3:28]. Given the product [CH2:1]([O:3][C:4]([C:6]1[C:7]([O:26][C:27](=[O:29])[CH3:28])=[C:8]2[CH:16]=[CH:15][N:14]([CH2:17][C:18]3[CH:23]=[CH:22][CH:21]=[C:20]([O:24][CH3:25])[CH:19]=3)[C:9]2=[C:10]([C:12]#[N:13])[N:11]=1)=[O:5])[CH3:2], predict the reactants needed to synthesize it. (2) The reactants are: [C:1]([Mg]Cl)([CH3:4])([CH3:3])[CH3:2].[Cl:7][C:8]1[N:13]=[C:12]([S:14][CH3:15])[C:11]([F:16])=[CH:10][N:9]=1.C(N(CC)CC)C.II.Cl. Given the product [C:1]([C:10]1[C:11]([F:16])=[C:12]([S:14][CH3:15])[N:13]=[C:8]([Cl:7])[N:9]=1)([CH3:4])([CH3:3])[CH3:2], predict the reactants needed to synthesize it. (3) Given the product [Br:12][C:13]1[C:14]([N:20]([CH:29]2[CH2:34][CH2:33][O:32][CH2:31][CH2:30]2)[NH:21][C:22]([O:24][C:25]([CH3:28])([CH3:27])[CH3:26])=[O:23])=[N:15][C:16]([C:5]#[N:6])=[N:17][CH:18]=1, predict the reactants needed to synthesize it. The reactants are: [C-]#N.[K+].C1N2CC[N:6](CC2)[CH2:5]1.[Br:12][C:13]1[C:14]([N:20]([CH:29]2[CH2:34][CH2:33][O:32][CH2:31][CH2:30]2)[NH:21][C:22]([O:24][C:25]([CH3:28])([CH3:27])[CH3:26])=[O:23])=[N:15][C:16](Cl)=[N:17][CH:18]=1.O.